Dataset: Reaction yield outcomes from USPTO patents with 853,638 reactions. Task: Predict the reaction yield, written as a fraction of the theoretical maximum amount of product (1.0 means a 100% yield; for example, 0.34 means a 34% yield). (1) The reactants are [Cl:1][C:2]1[C:3]([S:17][C:18]2[CH:19]=[C:20]([CH3:24])[CH:21]=[CH:22][CH:23]=2)=[CH:4][C:5]2[N:9]=[CH:8][N:7]([CH2:10][O:11][CH2:12][CH2:13][O:14][CH3:15])[C:6]=2[CH:16]=1.C([N-]C(C)C)(C)C.[Li+].[Cl:33]N1C(=O)CCC1=O.[NH4+].[Cl-]. The catalyst is C1COCC1.CCCCCCC.C(C1C=CC=CC=1)C.C1COCC1. The product is [Cl:33][C:8]1[N:7]([CH2:10][O:11][CH2:12][CH2:13][O:14][CH3:15])[C:6]2[CH:16]=[C:2]([Cl:1])[C:3]([S:17][C:18]3[CH:19]=[C:20]([CH3:24])[CH:21]=[CH:22][CH:23]=3)=[CH:4][C:5]=2[N:9]=1. The yield is 0.710. (2) The reactants are [NH2:1][C:2]1[C:11]2[C:6](=[C:7](Br)[CH:8]=[CH:9][CH:10]=2)[N:5]=[N:4][C:3]=1[C:13]([NH:15][CH:16]1[CH2:18][CH2:17]1)=[O:14].[CH3:19][C:20]1[N:25]=[CH:24][C:23](B(O)O)=[CH:22][CH:21]=1. No catalyst specified. The product is [NH2:1][C:2]1[C:11]2[C:6](=[C:7]([C:23]3[CH:24]=[N:25][C:20]([CH3:19])=[CH:21][CH:22]=3)[CH:8]=[CH:9][CH:10]=2)[N:5]=[N:4][C:3]=1[C:13]([NH:15][CH:16]1[CH2:18][CH2:17]1)=[O:14]. The yield is 0.800. (3) The reactants are [OH-].[K+].[C:3]([C:6]1[N:11]=[C:10]([C:12]2[CH:17]=[CH:16][C:15]([C:18]3[CH:23]=[CH:22][C:21]([C:24]4([C:27]([O:29]C)=[O:28])[CH2:26][CH2:25]4)=[CH:20][C:19]=3[Cl:31])=[CH:14][CH:13]=2)[C:9]([CH3:32])=[N:8][C:7]=1[CH3:33])(=[O:5])[NH2:4].Cl. The catalyst is C(O)(C)(C)C. The product is [C:3]([C:6]1[N:11]=[C:10]([C:12]2[CH:13]=[CH:14][C:15]([C:18]3[CH:23]=[CH:22][C:21]([C:24]4([C:27]([OH:29])=[O:28])[CH2:25][CH2:26]4)=[CH:20][C:19]=3[Cl:31])=[CH:16][CH:17]=2)[C:9]([CH3:32])=[N:8][C:7]=1[CH3:33])(=[O:5])[NH2:4]. The yield is 0.230. (4) The product is [CH2:1]([O:8][C:9]1[CH:10]=[C:11]([CH:28]([OH:35])[C:29]2[CH:34]=[CH:33][CH:32]=[CH:31][CH:30]=2)[CH:12]=[C:13]2[C:18]=1[N:17]=[CH:16][NH:15][C:14]2=[O:19])[C:2]1[CH:7]=[CH:6][CH:5]=[CH:4][CH:3]=1. The catalyst is O1CCCC1. The reactants are [CH2:1]([O:8][C:9]1[CH:10]=[C:11](I)[CH:12]=[C:13]2[C:18]=1[N:17]=[CH:16][NH:15][C:14]2=[O:19])[C:2]1[CH:7]=[CH:6][CH:5]=[CH:4][CH:3]=1.[H-].[Na+].C([Li])(C)(C)C.[CH:28](=[O:35])[C:29]1[CH:34]=[CH:33][CH:32]=[CH:31][CH:30]=1. The yield is 0.460.